This data is from HIV replication inhibition screening data with 41,000+ compounds from the AIDS Antiviral Screen. The task is: Binary Classification. Given a drug SMILES string, predict its activity (active/inactive) in a high-throughput screening assay against a specified biological target. (1) The drug is COCn1c2ccc(OC(C)=O)cc2c2c(=O)oc(C)nc21. The result is 0 (inactive). (2) The drug is C=CCNC(=S)N1CC(C)C(=O)Nc2ccccc21. The result is 0 (inactive). (3) The molecule is Cn1c2c(c3ccccc31)CC(=O)N1CCCC(C1)CC21OCCO1. The result is 0 (inactive). (4) The drug is CCN(CC)c1c(C)nnc2c(C)c(-c3ccccc3)nn12. The result is 0 (inactive). (5) The molecule is c1ccc2[nH]c(-c3cscn3)nc2c1. The result is 0 (inactive). (6) The compound is Cc1cc(C)c2c(=N)c3ccccc3n(CCCCCCCCn3c4ccccc4c(=N)c4c(C)cc(C)nc43)c2n1.Cl. The result is 0 (inactive). (7) The compound is O=CN1CCN(C=S)CC1. The result is 0 (inactive).